Dataset: Catalyst prediction with 721,799 reactions and 888 catalyst types from USPTO. Task: Predict which catalyst facilitates the given reaction. (1) Reactant: [CH3:1][C:2]1[NH:3][C:4]2[CH2:5][C:6](C)(C)[CH2:7][C:8](=[O:11])[C:9]=2[CH:10]=1.[H-].[Na+].Br[CH2:17][CH2:18][CH2:19][CH2:20][CH2:21][CH2:22][C:23]([O:25][CH2:26][CH3:27])=[O:24]. Product: [CH3:1][C:2]1[N:3]([CH2:17][CH2:18][CH2:19][CH2:20][CH2:21][CH2:22][C:23]([O:25][CH2:26][CH3:27])=[O:24])[C:4]2[CH2:5][CH2:6][CH2:7][C:8](=[O:11])[C:9]=2[CH:10]=1. The catalyst class is: 3. (2) Reactant: [CH3:1][C:2]1[CH:7]=[C:6]([C:8]2[O:12][C:11]([Si](C(C)C)(C(C)C)C(C)C)=[N:10][CH:9]=2)[N:5]2[N:23]=[CH:24][C:25]([C:26]([N:28]3[CH2:33][C@@H:32]4[CH2:34][C@H:29]3[CH2:30][O:31]4)=[O:27])=[C:4]2[CH:3]=1.Cl.[Cl-].[NH4+]. Product: [CH3:1][C:2]1[CH:7]=[C:6]([C:8]2[O:12][CH:11]=[N:10][CH:9]=2)[N:5]2[N:23]=[CH:24][C:25]([C:26]([N:28]3[CH2:33][C@@H:32]4[CH2:34][C@H:29]3[CH2:30][O:31]4)=[O:27])=[C:4]2[CH:3]=1. The catalyst class is: 1. (3) Reactant: [CH2:1]([O:19][C:20](=[O:24])[C:21]([CH3:23])=[CH2:22])[CH2:2][CH2:3][CH2:4][CH2:5][CH2:6][CH2:7][CH2:8][CH2:9][CH2:10][CH2:11][CH2:12][CH2:13][CH2:14][CH2:15][CH2:16][CH2:17][CH3:18].SCCO. Product: [CH2:1]([O:19][C:20](=[O:24])[C:21]([CH3:23])=[CH2:22])[CH2:2][CH2:3][CH2:4][CH2:5][CH2:6][CH2:7][CH2:8][CH2:9][CH2:10][CH2:11][CH2:12][CH2:13][CH2:14][CH2:15][CH3:16].[CH2:1]([O:19][C:20](=[O:24])[C:21]([CH3:23])=[CH2:22])[CH2:2][CH2:3][CH2:4][CH2:5][CH2:6][CH2:7][CH2:8][CH2:9][CH2:10][CH2:11][CH2:12][CH2:13][CH2:14][CH2:15][CH2:16][CH2:17][CH3:18]. The catalyst class is: 11. (4) Reactant: [Cl:1][C:2]1[N:11]=[C:10](Cl)[C:9]2[C:4](=[CH:5][CH:6]=[CH:7][CH:8]=2)[N:3]=1.[NH:13]1[C:21]2[C:16](=[CH:17][C:18](B(O)O)=[CH:19][CH:20]=2)[CH:15]=[CH:14]1.C(N(CC)CC)C.C(COC)OC. Product: [Cl:1][C:2]1[N:11]=[C:10]([C:18]2[CH:17]=[C:16]3[C:21](=[CH:20][CH:19]=2)[NH:13][CH:14]=[CH:15]3)[C:9]2[C:4](=[CH:5][CH:6]=[CH:7][CH:8]=2)[N:3]=1. The catalyst class is: 84. (5) Reactant: Cl[CH2:2]Cl.[NH2:4][C:5]1[CH:10]=[CH:9][CH:8]=[CH:7][CH:6]=1.[C:11]1(C)[CH:16]=[CH:15][C:14]([C:17](Cl)=[O:18])=[CH:13][CH:12]=1. Product: [CH3:2][C:8]1[CH:9]=[CH:10][C:5]([NH:4][C:17](=[O:18])[C:14]2[CH:15]=[CH:16][CH:11]=[CH:12][CH:13]=2)=[CH:6][CH:7]=1. The catalyst class is: 28. (6) Reactant: [Cl:1][C:2]1[CH:7]=[C:6]([F:8])[CH:5]=[CH:4][C:3]=1[C:9]1[CH:18]=[C:17]([CH2:19][N:20]2[CH2:25][CH:24]3[CH2:26][CH:21]2[CH2:22][N:23]3[CH:27]([CH3:29])[CH3:28])[CH:16]=[C:15]2[C:10]=1[CH2:11][N:12](CC1C=CC(OC)=CC=1)[C:13](=[O:38])[N:14]2[C:30]1[C:35]([Cl:36])=[CH:34][CH:33]=[CH:32][C:31]=1[Cl:37].[OH-].[Na+]. Product: [Cl:1][C:2]1[CH:7]=[C:6]([F:8])[CH:5]=[CH:4][C:3]=1[C:9]1[CH:18]=[C:17]([CH2:19][N:20]2[CH2:25][CH:24]3[CH2:26][CH:21]2[CH2:22][N:23]3[CH:27]([CH3:29])[CH3:28])[CH:16]=[C:15]2[C:10]=1[CH2:11][NH:12][C:13](=[O:38])[N:14]2[C:30]1[C:31]([Cl:37])=[CH:32][CH:33]=[CH:34][C:35]=1[Cl:36]. The catalyst class is: 55. (7) Reactant: ClC1N=CC(C[C:9]2[CH:10]=[C:11]3[C:16](=[C:17]4[CH:22]=[CH:21][CH:20]=[CH:19][C:18]=24)[N:15]=[CH:14][N:13]([C@H]2CCCC[C@@H]2NC(=O)OC(C)(C)C)[C:12]3=[O:37])=CC=1.Cl. Product: [N:15]1[C:16]2[C:11](=[CH:10][CH:9]=[C:18]3[CH:19]=[CH:20][CH:21]=[CH:22][C:17]3=2)[C:12](=[O:37])[NH:13][CH:14]=1. The catalyst class is: 5. (8) Reactant: NC1N=[C:9]2[C:5](N[CH:7]=[N:8]2)=[C:4](Cl)N=1.CC(OC1O[C@H](COC(C2C=CC=CC=2)=O)[C@@H](OC(C2C=CC=CC=2)=O)[C@H]1OC(C1C=CC=CC=1)=O)=O.[NH2:49][C:50]1[N:58]=[C:57]2[C:53]([N:54]=[CH:55][N:56]2[C@@H:59]2[O:81][C@H:80]([CH2:82][O:83]C(=O)C3C=CC=CC=3)[C@@H:70]([O:71]C(=O)C3C=CC=CC=3)[C@H:60]2[O:61]C(=O)C2C=CC=CC=2)=[C:52](Cl)[N:51]=1.N1CCCC1. Product: [NH2:49][C:50]1[N:58]=[C:57]2[C:53]([N:54]=[CH:55][N:56]2[C@@H:59]2[O:81][C@H:80]([CH2:82][OH:83])[C@@H:70]([OH:71])[C@H:60]2[OH:61])=[C:52]([N:8]2[CH2:7][CH2:4][CH2:5][CH2:9]2)[N:51]=1. The catalyst class is: 5.